Dataset: Catalyst prediction with 721,799 reactions and 888 catalyst types from USPTO. Task: Predict which catalyst facilitates the given reaction. (1) Reactant: [OH:1][C:2]1[CH:9]=[CH:8][C:7]([O:10][CH3:11])=[CH:6][C:3]=1[CH:4]=O.Cl[CH2:13][C:14]([O:16][CH2:17][CH3:18])=[O:15].C([O-])([O-])=O.[K+].[K+]. Product: [CH3:11][O:10][C:7]1[CH:8]=[CH:9][C:2]2[O:1][C:13]([C:14]([O:16][CH2:17][CH3:18])=[O:15])=[CH:4][C:3]=2[CH:6]=1. The catalyst class is: 18. (2) Reactant: [NH2:1][CH2:2][CH2:3][N:4]1[C:13]2[C:8](=[N:9][CH:10]=[C:11]([CH2:14][C:15]3[CH:20]=[CH:19][C:18]([F:21])=[CH:17][CH:16]=3)[CH:12]=2)[C:7]([OH:22])=[C:6]([C:23]([NH:25][CH2:26][CH2:27][N:28]2[CH2:33][CH2:32][O:31][CH2:30][CH2:29]2)=[O:24])[C:5]1=[O:34].C(N(C(C)C)CC)(C)C.[CH3:44][S:45](Cl)(=[O:47])=[O:46]. Product: [F:21][C:18]1[CH:17]=[CH:16][C:15]([CH2:14][C:11]2[CH:12]=[C:13]3[C:8]([C:7]([OH:22])=[C:6]([C:23]([NH:25][CH2:26][CH2:27][N:28]4[CH2:29][CH2:30][O:31][CH2:32][CH2:33]4)=[O:24])[C:5](=[O:34])[N:4]3[CH2:3][CH2:2][NH:1][S:45]([CH3:44])(=[O:47])=[O:46])=[N:9][CH:10]=2)=[CH:20][CH:19]=1. The catalyst class is: 3. (3) Reactant: C([O-])([O-])=O.[Na+].[Na+].COCCOC.Br[C:14]1[N:19]=[C:18]([C@@H:20]([OH:25])[CH2:21][O:22][CH2:23][CH3:24])[CH:17]=[CH:16][CH:15]=1.[C:26]([C:28]1[CH:33]=[CH:32][C:31](B(O)O)=[CH:30][CH:29]=1)#[N:27]. Product: [CH2:23]([O:22][CH2:21][C@@H:20]([C:18]1[N:19]=[C:14]([C:31]2[CH:32]=[CH:33][C:28]([C:26]#[N:27])=[CH:29][CH:30]=2)[CH:15]=[CH:16][CH:17]=1)[OH:25])[CH3:24]. The catalyst class is: 103.